From a dataset of Peptide-MHC class II binding affinity with 134,281 pairs from IEDB. Regression. Given a peptide amino acid sequence and an MHC pseudo amino acid sequence, predict their binding affinity value. This is MHC class II binding data. (1) The peptide sequence is ELNLLDKRQFELYKR. The MHC is HLA-DQA10501-DQB10302 with pseudo-sequence HLA-DQA10501-DQB10302. The binding affinity (normalized) is 0. (2) The peptide sequence is EYRLRGEERKNFLELLR. The MHC is DRB1_1101 with pseudo-sequence DRB1_1101. The binding affinity (normalized) is 0.344. (3) The peptide sequence is CIALDMMNENLGIIS. The MHC is DRB1_1501 with pseudo-sequence DRB1_1501. The binding affinity (normalized) is 0.141. (4) The peptide sequence is DDGRNIAWDNDKLES. The MHC is HLA-DPA10301-DPB10402 with pseudo-sequence HLA-DPA10301-DPB10402. The binding affinity (normalized) is 0.197. (5) The peptide sequence is GGRLAFQEFMIVPSG. The MHC is HLA-DQA10104-DQB10503 with pseudo-sequence HLA-DQA10104-DQB10503. The binding affinity (normalized) is 0.279. (6) The peptide sequence is HYLALLVKYAAGDGN. The MHC is DRB1_0301 with pseudo-sequence DRB1_0301. The binding affinity (normalized) is 0. (7) The peptide sequence is QVTIAGAKLRSLNLG. The MHC is DRB1_1501 with pseudo-sequence DRB1_1501. The binding affinity (normalized) is 0.781. (8) The peptide sequence is TKPEVISVMKRRIEE. The MHC is DRB1_1301 with pseudo-sequence DRB1_1301. The binding affinity (normalized) is 0.872. (9) The peptide sequence is AFIKDGDNLFPKV. The MHC is HLA-DQA10501-DQB10201 with pseudo-sequence HLA-DQA10501-DQB10201. The binding affinity (normalized) is 0.514.